Dataset: Catalyst prediction with 721,799 reactions and 888 catalyst types from USPTO. Task: Predict which catalyst facilitates the given reaction. (1) Reactant: [C:1]([O-])(=O)[CH3:2].[Na+].C(O)C.[C:9]1([CH2:15][CH:16]=[O:17])[CH:14]=[CH:13][CH:12]=[CH:11][CH:10]=1.C(=O)C. Product: [C:9]1([C:15](=[CH:1][CH3:2])[CH:16]=[O:17])[CH:14]=[CH:13][CH:12]=[CH:11][CH:10]=1. The catalyst class is: 6. (2) Reactant: [CH3:1][S-:2].[Na+].Br[C:5]1[CH:10]=[CH:9][C:8]([Br:11])=[CH:7][N:6]=1. Product: [Br:11][C:8]1[CH:9]=[CH:10][C:5]([S:2][CH3:1])=[N:6][CH:7]=1. The catalyst class is: 18. (3) Reactant: [Cl:1][C:2]1[CH:7]=[C:6]([OH:8])[CH:5]=[CH:4][N:3]=1.C([O-])([O-])=O.[K+].[K+].[F:15][C:16]1[CH:21]=[C:20]([N+:22]([O-:24])=[O:23])[C:19]([F:25])=[CH:18][C:17]=1F.CC(OC)(C)C. Product: [Cl:1][C:2]1[CH:7]=[C:6]([O:8][C:17]2[CH:18]=[C:19]([F:25])[C:20]([N+:22]([O-:24])=[O:23])=[CH:21][C:16]=2[F:15])[CH:5]=[CH:4][N:3]=1. The catalyst class is: 3.